Dataset: Blood-brain barrier permeability regression values from the B3DB database. Task: Regression/Classification. Given a drug SMILES string, predict its absorption, distribution, metabolism, or excretion properties. Task type varies by dataset: regression for continuous measurements (e.g., permeability, clearance, half-life) or binary classification for categorical outcomes (e.g., BBB penetration, CYP inhibition). For this dataset (b3db_regression), we predict Y. (1) The drug is CC1=C2C(=NC=C1)N(C3=C(C=CC=N3)C(=O)N2)C4CC4. The Y is 0 log(BB ratio). (2) The compound is CCC1(C(=O)NC(=O)NC1=O)C. The Y is -0.200 log(BB ratio).